From a dataset of Full USPTO retrosynthesis dataset with 1.9M reactions from patents (1976-2016). Predict the reactants needed to synthesize the given product. (1) Given the product [NH2:20][CH2:19][C:18]1[CH:28]=[CH:29][C:15]([NH:14][C:4]2[CH:5]=[CH:6][C:7]([O:9][C:10]([F:11])([F:12])[F:13])=[CH:8][C:3]=2[C:1]#[N:2])=[CH:16][CH:17]=1.[F:30][C:31]([F:36])([F:35])[C:32]([O-:34])=[O:33], predict the reactants needed to synthesize it. The reactants are: [C:1]([C:3]1[CH:8]=[C:7]([O:9][C:10]([F:13])([F:12])[F:11])[CH:6]=[CH:5][C:4]=1[NH:14][C:15]1[CH:29]=[CH:28][C:18]([CH2:19][NH:20]C(=O)OC(C)(C)C)=[CH:17][CH:16]=1)#[N:2].[F:30][C:31]([F:36])([F:35])[C:32]([OH:34])=[O:33]. (2) Given the product [Cl:20][C:10]1[C:11]2[CH:16]=[CH:15][S:14][C:12]=2[N:13]=[C:8]([C:3]2[CH:4]=[CH:5][CH:6]=[CH:7][C:2]=2[F:1])[N:9]=1, predict the reactants needed to synthesize it. The reactants are: [F:1][C:2]1[CH:7]=[CH:6][CH:5]=[CH:4][C:3]=1[C:8]1[NH:9][C:10](=O)[C:11]2[CH:16]=[CH:15][S:14][C:12]=2[N:13]=1.S(Cl)([Cl:20])=O.CN(C)C=O. (3) Given the product [CH2:12]([O:11][C:4]1[CH:3]=[C:2]([N:25]2[CH2:26][CH2:27][N:22]([C:19](=[O:21])[CH3:20])[CH2:23][CH2:24]2)[CH:7]=[CH:6][C:5]=1[N+:8]([O-:10])=[O:9])[C:13]1[CH:18]=[CH:17][CH:16]=[CH:15][CH:14]=1, predict the reactants needed to synthesize it. The reactants are: F[C:2]1[CH:7]=[CH:6][C:5]([N+:8]([O-:10])=[O:9])=[C:4]([O:11][CH2:12][C:13]2[CH:18]=[CH:17][CH:16]=[CH:15][CH:14]=2)[CH:3]=1.[C:19]([N:22]1[CH2:27][CH2:26][NH:25][CH2:24][CH2:23]1)(=[O:21])[CH3:20].C(=O)([O-])[O-].[K+].[K+].